Task: Predict the product of the given reaction.. Dataset: Forward reaction prediction with 1.9M reactions from USPTO patents (1976-2016) Given the reactants C[C:2]1[C:7]([N+:8]([O-:10])=[O:9])=[C:6]([NH2:11])[CH:5]=[CH:4][N:3]=1.[CH3:12][C:13]1[N:14]=[CH:15][NH:16][CH:17]=1, predict the reaction product. The product is: [CH3:12][C:13]1[N:14]=[CH:15][N:16]([C:2]2[C:7]([N+:8]([O-:10])=[O:9])=[C:6]([NH2:11])[CH:5]=[CH:4][N:3]=2)[CH:17]=1.